Dataset: CYP3A4 inhibition data for predicting drug metabolism from PubChem BioAssay. Task: Regression/Classification. Given a drug SMILES string, predict its absorption, distribution, metabolism, or excretion properties. Task type varies by dataset: regression for continuous measurements (e.g., permeability, clearance, half-life) or binary classification for categorical outcomes (e.g., BBB penetration, CYP inhibition). Dataset: cyp3a4_veith. (1) The compound is Cc1c(C(=O)Nc2nccs2)sc2nc(-c3cccs3)cc(C(F)(F)F)c12. The result is 1 (inhibitor). (2) The drug is Nc1nc(N)c(Cn2ccnc2)c(=O)[nH]1. The result is 0 (non-inhibitor). (3) The compound is CCSCC[C@H](N)C(=O)O. The result is 0 (non-inhibitor). (4) The compound is COc1cc(C)nc(N2CCCC(C(=O)Nc3cc(Cl)ccc3OC)C2)n1. The result is 1 (inhibitor).